This data is from Forward reaction prediction with 1.9M reactions from USPTO patents (1976-2016). The task is: Predict the product of the given reaction. Given the reactants ClC[CH2:3][C:4]1[C:13]2[C:8](=[CH:9][C:10]([O:16][CH3:17])=[CH:11][C:12]=2[O:14][CH3:15])[O:7][C:6](=[O:18])[CH:5]=1.[C:19]([O:27][CH2:28][CH3:29])(=[O:26])[CH2:20][C:21]([O:23][CH2:24][CH3:25])=[O:22].[I-].[K+], predict the reaction product. The product is: [CH3:15][O:14][C:12]1[CH:11]=[C:10]([O:16][CH3:17])[CH:9]=[C:8]2[C:13]=1[C:4]([CH2:3][CH:20]([C:21]([O:23][CH2:24][CH3:25])=[O:22])[C:19]([O:27][CH2:28][CH3:29])=[O:26])=[CH:5][C:6](=[O:18])[O:7]2.